The task is: Predict the product of the given reaction.. This data is from Forward reaction prediction with 1.9M reactions from USPTO patents (1976-2016). (1) Given the reactants [Cl:1][C:2]1[CH:3]=[C:4]([N+:9]([O-:11])=[O:10])[CH:5]=[CH:6][C:7]=1F.C[N:13]([CH:15]1[CH2:19][NH:18][CH2:17][CH2:16]1)[CH3:14].[C:20](OCC)(=O)C, predict the reaction product. The product is: [Cl:1][C:2]1[CH:3]=[C:4]([N+:9]([O-:11])=[O:10])[CH:5]=[CH:6][C:7]=1[N:13]([CH3:14])[CH:15]1[CH2:16][CH2:17][N:18]([CH3:20])[CH2:19]1. (2) The product is: [I:23][C:20]1[CH:19]=[CH:18][C:17]([CH2:16][NH:15][C:13](=[O:14])[C@@H:12]([NH:11][C:9](=[O:10])[C@@H:2]([NH:1][C:31]([NH:30][C:33]2[CH:34]=[CH:35][C:36]([S:39](=[O:41])(=[O:40])[NH2:42])=[CH:37][CH:38]=2)=[S:32])[CH2:3][CH2:4][C:5]([O:7][CH3:8])=[O:6])[CH2:24][CH2:25][C:26]([O:28][CH3:29])=[O:27])=[CH:22][CH:21]=1. Given the reactants [NH2:1][C@H:2]([C:9]([NH:11][C@@H:12]([CH2:24][CH2:25][C:26]([O:28][CH3:29])=[O:27])[C:13]([NH:15][CH2:16][C:17]1[CH:22]=[CH:21][C:20]([I:23])=[CH:19][CH:18]=1)=[O:14])=[O:10])[CH2:3][CH2:4][C:5]([O:7][CH3:8])=[O:6].[N:30]([C:33]1[CH:38]=[CH:37][C:36]([S:39]([NH2:42])(=[O:41])=[O:40])=[CH:35][CH:34]=1)=[C:31]=[S:32].CCN(C(C)C)C(C)C, predict the reaction product.